Dataset: Full USPTO retrosynthesis dataset with 1.9M reactions from patents (1976-2016). Task: Predict the reactants needed to synthesize the given product. (1) Given the product [Cl:1][C:2]1[CH:17]=[CH:16][C:15]([N+:18]([O-:20])=[O:19])=[CH:14][C:3]=1[C:4]1[S:30][C:8]2[C:7]([N:6]=1)=[CH:12][CH:11]=[CH:10][N:9]=2, predict the reactants needed to synthesize it. The reactants are: [Cl:1][C:2]1[CH:17]=[CH:16][C:15]([N+:18]([O-:20])=[O:19])=[CH:14][C:3]=1[C:4]([NH:6][C:7]1[C:8](Cl)=[N:9][CH:10]=[CH:11][CH:12]=1)=O.COC1C=CC(P2(SP(C3C=CC(OC)=CC=3)(=S)S2)=[S:30])=CC=1.C(OCC)(=O)C. (2) Given the product [O:15]=[C:12]1[CH2:13][CH2:14][C@:6]2([CH2:16][C:17]([F:18])([F:19])[F:20])[C:5]3[CH:21]=[CH:22][C:2]([O:1][S:47]([C:46]([F:65])([F:64])[F:45])(=[O:49])=[O:48])=[CH:3][C:4]=3[CH2:10][CH2:9][CH2:8][C@@H:7]2[CH2:11]1.[O:37]=[C:34]1[CH2:35][CH2:36][C@@:28]2([CH2:38][C:39]([F:40])([F:41])[F:42])[C:27]3[CH:43]=[CH:44][C:24]([O:23][S:47]([C:46]([F:65])([F:64])[F:45])(=[O:49])=[O:48])=[CH:25][C:26]=3[CH2:32][CH2:31][CH2:30][C@H:29]2[CH2:33]1, predict the reactants needed to synthesize it. The reactants are: [OH:1][C:2]1[CH:22]=[CH:21][C:5]2[C@@:6]3([CH2:16][C:17]([F:20])([F:19])[F:18])[CH2:14][CH2:13][C:12](=[O:15])[CH2:11][C@H:7]3[CH2:8][CH2:9][CH2:10][C:4]=2[CH:3]=1.[OH:23][C:24]1[CH:44]=[CH:43][C:27]2[C@:28]3([CH2:38][C:39]([F:42])([F:41])[F:40])[CH2:36][CH2:35][C:34](=[O:37])[CH2:33][C@@H:29]3[CH2:30][CH2:31][CH2:32][C:26]=2[CH:25]=1.[F:45][C:46]([F:65])([F:64])[S:47](N(C1C=CC=CC=1)[S:47]([C:46]([F:65])([F:64])[F:45])(=[O:49])=[O:48])(=[O:49])=[O:48].CCN(C(C)C)C(C)C.